Dataset: Full USPTO retrosynthesis dataset with 1.9M reactions from patents (1976-2016). Task: Predict the reactants needed to synthesize the given product. (1) The reactants are: [CH2:1]([N:5]1[CH2:9][C:8]([CH3:11])([CH3:10])[S:7][C:6]1=[NH:12])[CH2:2][CH2:3][CH3:4].C(N(CC)CC)C.[C:20]12([C:30](Cl)=[O:31])[CH2:29][CH:24]3[CH2:25][CH:26]([CH2:28][CH:22]([CH2:23]3)[CH2:21]1)[CH2:27]2. Given the product [CH2:1]([N:5]1[CH2:9][C:8]([CH3:11])([CH3:10])[S:7]/[C:6]/1=[N:12]\[C:30]([C:20]12[CH2:29][CH:24]3[CH2:23][CH:22]([CH2:28][CH:26]([CH2:25]3)[CH2:27]1)[CH2:21]2)=[O:31])[CH2:2][CH2:3][CH3:4], predict the reactants needed to synthesize it. (2) Given the product [F:1][C:2]1[CH:7]=[CH:6][C:5]([F:8])=[CH:4][C:3]=1[C:9]1[C:13]2[CH2:14][N:15]([CH2:18][CH3:30])[CH2:16][CH2:17][C:12]=2[N:11]([C:19]([NH:21][C@@H:22]([C:26]([CH3:29])([CH3:28])[CH3:27])[C:23]([OH:25])=[O:24])=[O:20])[N:10]=1, predict the reactants needed to synthesize it. The reactants are: [F:1][C:2]1[CH:7]=[CH:6][C:5]([F:8])=[CH:4][C:3]=1[C:9]1[C:13]2[CH2:14][N:15]([CH3:18])[CH2:16][CH2:17][C:12]=2[N:11]([C:19]([NH:21][C@@H:22]([C:26]([CH3:29])([CH3:28])[CH3:27])[C:23]([OH:25])=[O:24])=[O:20])[N:10]=1.[CH2:30]=O.